Task: Predict the reactants needed to synthesize the given product.. Dataset: Full USPTO retrosynthesis dataset with 1.9M reactions from patents (1976-2016) Given the product [Br:1][C:2]1[CH:3]=[C:4]([NH:10][C:11]2[N:12]=[CH:13][C:14]([O:30][CH:31]3[CH2:32][N:33]([C:35]([O:37][C:38]([CH3:41])([CH3:40])[CH3:39])=[O:36])[CH2:34]3)=[CH:15][CH:16]=2)[C:5](=[O:9])[N:6]([CH3:8])[CH:7]=1, predict the reactants needed to synthesize it. The reactants are: [Br:1][C:2]1[CH:3]=[C:4]([NH:10][C:11]2[CH:16]=[CH:15][C:14](C3CN(CC)C3)=[CH:13][N:12]=2)[C:5](=[O:9])[N:6]([CH3:8])[CH:7]=1.NC1N=CC([O:30][CH:31]2[CH2:34][N:33]([C:35]([O:37][C:38]([CH3:41])([CH3:40])[CH3:39])=[O:36])[CH2:32]2)=CC=1.BrC1C(=O)N(C)C=C(Br)C=1.